Dataset: NCI-60 drug combinations with 297,098 pairs across 59 cell lines. Task: Regression. Given two drug SMILES strings and cell line genomic features, predict the synergy score measuring deviation from expected non-interaction effect. (1) Drug 1: C1CCC(CC1)NC(=O)N(CCCl)N=O. Drug 2: C(CN)CNCCSP(=O)(O)O. Cell line: MOLT-4. Synergy scores: CSS=5.15, Synergy_ZIP=-9.11, Synergy_Bliss=-18.8, Synergy_Loewe=-27.7, Synergy_HSA=-20.5. (2) Cell line: OVCAR-5. Synergy scores: CSS=58.5, Synergy_ZIP=8.83, Synergy_Bliss=10.7, Synergy_Loewe=-5.31, Synergy_HSA=-3.58. Drug 2: CC1=C2C(C(=O)C3(C(CC4C(C3C(C(C2(C)C)(CC1OC(=O)C(C(C5=CC=CC=C5)NC(=O)C6=CC=CC=C6)O)O)OC(=O)C7=CC=CC=C7)(CO4)OC(=O)C)O)C)OC(=O)C. Drug 1: CC1C(C(=O)NC(C(=O)N2CCCC2C(=O)N(CC(=O)N(C(C(=O)O1)C(C)C)C)C)C(C)C)NC(=O)C3=C4C(=C(C=C3)C)OC5=C(C(=O)C(=C(C5=N4)C(=O)NC6C(OC(=O)C(N(C(=O)CN(C(=O)C7CCCN7C(=O)C(NC6=O)C(C)C)C)C)C(C)C)C)N)C. (3) Drug 1: CCC(=C(C1=CC=CC=C1)C2=CC=C(C=C2)OCCN(C)C)C3=CC=CC=C3.C(C(=O)O)C(CC(=O)O)(C(=O)O)O. Drug 2: CNC(=O)C1=NC=CC(=C1)OC2=CC=C(C=C2)NC(=O)NC3=CC(=C(C=C3)Cl)C(F)(F)F. Cell line: HS 578T. Synergy scores: CSS=-0.0860, Synergy_ZIP=4.26, Synergy_Bliss=9.56, Synergy_Loewe=1.50, Synergy_HSA=0.615. (4) Drug 1: CC12CCC3C(C1CCC2O)C(CC4=C3C=CC(=C4)O)CCCCCCCCCS(=O)CCCC(C(F)(F)F)(F)F. Drug 2: C1CNP(=O)(OC1)N(CCCl)CCCl. Cell line: SN12C. Synergy scores: CSS=-2.39, Synergy_ZIP=-0.846, Synergy_Bliss=-3.32, Synergy_Loewe=-4.07, Synergy_HSA=-5.06. (5) Drug 1: C1=C(C(=O)NC(=O)N1)N(CCCl)CCCl. Drug 2: CC1=C(C=C(C=C1)NC(=O)C2=CC=C(C=C2)CN3CCN(CC3)C)NC4=NC=CC(=N4)C5=CN=CC=C5. Cell line: NCI-H322M. Synergy scores: CSS=1.54, Synergy_ZIP=-0.809, Synergy_Bliss=-1.12, Synergy_Loewe=-6.36, Synergy_HSA=-2.82.